Dataset: Full USPTO retrosynthesis dataset with 1.9M reactions from patents (1976-2016). Task: Predict the reactants needed to synthesize the given product. (1) Given the product [C:27]([O:26][C@@H:20]([C:4]1[C:3]([CH3:31])=[C:2]([C:42](=[O:43])[NH2:41])[C:11]2[C:6](=[CH:7][CH:8]=[CH:9][CH:10]=2)[C:5]=1[O:12][S:13]([C:16]([F:19])([F:17])[F:18])(=[O:15])=[O:14])[C:21]([O:23][CH2:24][CH3:25])=[O:22])([CH3:29])([CH3:30])[CH3:28], predict the reactants needed to synthesize it. The reactants are: Br[C:2]1[C:11]2[C:6](=[CH:7][CH:8]=[CH:9][CH:10]=2)[C:5]([O:12][S:13]([C:16]([F:19])([F:18])[F:17])(=[O:15])=[O:14])=[C:4]([C@H:20]([O:26][C:27]([CH3:30])([CH3:29])[CH3:28])[C:21]([O:23][CH2:24][CH3:25])=[O:22])[C:3]=1[CH3:31].C([Li])(C)(C)C.C[Si]([N:41]=[C:42]=[O:43])(C)C.CC(O)=O. (2) Given the product [Cl:14][C:15]1[CH:16]=[C:17]([CH:22]([CH2:32][CH:33]=[CH2:34])[CH2:23][N:24]([CH2:25][CH2:26][CH2:27][CH2:28][C:29]([OH:31])=[O:30])[C:11]([C:1]2[C:10]3[C:5](=[CH:6][CH:7]=[CH:8][CH:9]=3)[CH:4]=[C:3]([C:35]#[N:37])[CH:2]=2)=[O:12])[CH:18]=[CH:19][C:20]=1[Cl:21], predict the reactants needed to synthesize it. The reactants are: [C:1]1([C:11](Cl)=[O:12])[C:10]2[C:5](=[CH:6][CH:7]=[CH:8][CH:9]=2)[CH:4]=[CH:3][CH:2]=1.[Cl:14][C:15]1[CH:16]=[C:17]([CH:22]([CH2:32][CH:33]=[CH2:34])[CH2:23][NH:24][CH2:25][CH2:26][CH2:27][CH2:28][C:29]([OH:31])=[O:30])[CH:18]=[CH:19][C:20]=1[Cl:21].[CH2:35]([N:37](CC)CC)C.